Dataset: Experimentally validated miRNA-target interactions with 360,000+ pairs, plus equal number of negative samples. Task: Binary Classification. Given a miRNA mature sequence and a target amino acid sequence, predict their likelihood of interaction. (1) The miRNA is mmu-miR-692 with sequence AUCUCUUUGAGCGCCUCACUC. The protein sequence of the target gene is MKRSRCRDRPQPPPPDRREDGVQRAAELSQSLPPRRRAPPGRQRLEERTGPAGPEGKEQDVVTGVSPLLFRKLSNPDIFSSTGKVKLQRQLSQDDCKLWRGNLASSLSGKQLLPLSSSVHSSVGQVTWQSSGEASNLVRMRNQSLGQSAPSLTAGLKELSLPRRGSFCRTSNRKSLIVTSSTSPTLPRPHSPLHGHTGNSPLDSPRNFSPNAPAHFSFVPARRTDGRRWSLASLPSSGYGTNTPSSTVSSSCSSQEKLHQLPFQPTADELHFLTKHFSTESVPDEEGRQSPAMRPRSRSL.... Result: 0 (no interaction). (2) The miRNA is hsa-miR-6792-5p with sequence GUAAGCAGGGGCUCUGGGUGA. The protein sequence of the target gene is MPKLQGFEFWSRTLRGARHVVAPMVDQSELAWRLLSRRHGAQLCYTPMLHAQVFVRDANYRKENLYCEVCPEDRPLIVQFCANDPEVFVQAALLAQDYCDAIDLNLGCPQMIAKRGHYGAFLQDEWDLLQRMILLAHEKLSVPVTCKIRVFPEIDKTVRYAQMLEKAGCQLLTVHGRTKEQKGPLSGAASWEHIKAVRKAVAIPVFANGNIQCLQDVERCLRDTGVQGVMSAEGNLHNPALFEGRSPAVWELAEEYLDIVREHPCPLSYVRAHLFKLWHHTLQVHQELREELAKVKTLEG.... Result: 0 (no interaction).